Dataset: Forward reaction prediction with 1.9M reactions from USPTO patents (1976-2016). Task: Predict the product of the given reaction. (1) The product is: [C:8]([CH:11]([CH:13]([C:15]([O-:17])=[O:16])[OH:14])[OH:12])([OH:10])=[O:9].[K+:19]. Given the reactants N1CC[C@H]1C(O)=O.[C:8]([C@H:11]([C@@H:13]([C:15]([O-:17])=[O:16])[OH:14])[OH:12])([O-:10])=[O:9].[OH-].[K+:19], predict the reaction product. (2) Given the reactants Cl.[F:2][C:3]1[CH:8]=[CH:7][CH:6]=[CH:5][C:4]=1[CH2:9][C:10]([CH:12]1[CH2:17][CH2:16][NH:15][CH2:14][CH2:13]1)=[O:11].[C:18]([O:22][C:23]1[C:24]([CH:29]=O)=[N:25][CH:26]=[CH:27][N:28]=1)([CH3:21])([CH3:20])[CH3:19].C(O[BH-](OC(=O)C)OC(=O)C)(=O)C.[Na+].[OH-].[Na+], predict the reaction product. The product is: [C:18]([O:22][C:23]1[C:24]([CH2:29][N:15]2[CH2:14][CH2:13][CH:12]([C:10](=[O:11])[CH2:9][C:4]3[CH:5]=[CH:6][CH:7]=[CH:8][C:3]=3[F:2])[CH2:17][CH2:16]2)=[N:25][CH:26]=[CH:27][N:28]=1)([CH3:21])([CH3:20])[CH3:19]. (3) Given the reactants [O:1]1[C:5]2[CH:6]=[CH:7][CH:8]=[CH:9][C:4]=2[N:3]=[C:2]1[C:10]1[CH:11]=[CH:12][C:13]([NH:17][CH:18]2[CH2:23][CH2:22][O:21][CH2:20][CH2:19]2)=[C:14]([CH:16]=1)[NH2:15].OOS([O-])=O.[K+].C(=O)([O-])[O-].[K+].[K+], predict the reaction product. The product is: [O:1]1[C:5]2[CH:6]=[CH:7][CH:8]=[CH:9][C:4]=2[N:3]=[C:2]1[C:10]1[CH:11]=[CH:12][C:13]2[N:17]([CH:18]3[CH2:23][CH2:22][O:21][CH2:20][CH2:19]3)[C:2]([CH:10]3[CH2:11][CH2:12][CH2:13][CH2:14][CH2:16]3)=[N:15][C:14]=2[CH:16]=1.